This data is from Full USPTO retrosynthesis dataset with 1.9M reactions from patents (1976-2016). The task is: Predict the reactants needed to synthesize the given product. (1) Given the product [N:8]1[CH:9]=[CH:10][CH:11]=[C:6]([C:4]2[N:24]=[C:23]([C:20]3[N:17]4[CH:18]=[CH:19][C:14]([C:13]([F:27])([F:26])[F:12])=[N:15][C:16]4=[N:22][CH:21]=3)[S:25][CH:3]=2)[CH:7]=1, predict the reactants needed to synthesize it. The reactants are: [Br-].Br[CH2:3][C:4]([C:6]1[CH:7]=[NH+:8][CH:9]=[CH:10][CH:11]=1)=O.[F:12][C:13]([F:27])([F:26])[C:14]1[CH:19]=[CH:18][N:17]2[C:20]([C:23](=[S:25])[NH2:24])=[CH:21][N:22]=[C:16]2[N:15]=1. (2) Given the product [NH:12]1[C:13]2[C:18](=[CH:17][CH:16]=[CH:15][CH:14]=2)[C:10]([C:8](=[O:9])[CH:26]([NH:33][C:34]2[CH:39]=[C:38]([O:40][CH3:41])[CH:37]=[CH:36][N:35]=2)[C:27]2[CH:28]=[CH:29][CH:30]=[CH:31][CH:32]=2)=[CH:11]1, predict the reactants needed to synthesize it. The reactants are: C(N(CC)CC)C.[CH:8]([C:10]1[C:18]2[C:13](=[CH:14][CH:15]=[CH:16][CH:17]=2)[N:12](C(OC(C)(C)C)=O)[CH:11]=1)=[O:9].[CH:26](=[N:33][C:34]1[CH:39]=[C:38]([O:40][CH3:41])[CH:37]=[CH:36][N:35]=1)[C:27]1[CH:32]=[CH:31][CH:30]=[CH:29][CH:28]=1. (3) The reactants are: [NH2:1][C:2]1[CH:7]=[CH:6][N:5]=[CH:4][CH:3]=1.[C:8](Cl)(=[O:17])[C:9]1[CH:14]=[CH:13][C:12]([O:15][CH3:16])=[CH:11][CH:10]=1.C(N(CC)CC)C. Given the product [CH3:16][O:15][C:12]1[CH:13]=[CH:14][C:9]([C:8]([NH:1][C:2]2[CH:7]=[CH:6][N:5]=[CH:4][CH:3]=2)=[O:17])=[CH:10][CH:11]=1, predict the reactants needed to synthesize it. (4) Given the product [O:1]1[C:5]2([CH2:10][CH2:9][CH2:8][CH2:7][CH2:6]2)[CH2:4][C:3]([C:11]([OH:13])=[O:12])=[N:2]1, predict the reactants needed to synthesize it. The reactants are: [O:1]1[C:5]2([CH2:10][CH2:9][CH2:8][CH2:7][CH2:6]2)[CH2:4][C:3]([C:11]([O:13]CC)=[O:12])=[N:2]1.CO.O.[OH-].[Li+]. (5) Given the product [Cl:15][C:16]1[CH:21]=[C:20]([Cl:22])[CH:19]=[CH:18][C:17]=1[C:2]1[C:11]2[C:6](=[CH:7][CH:8]=[C:9]([C:12]([NH2:14])=[O:13])[CH:10]=2)[CH:5]=[N:4][CH:3]=1, predict the reactants needed to synthesize it. The reactants are: Br[C:2]1[C:11]2[C:6](=[CH:7][CH:8]=[C:9]([C:12]([NH2:14])=[O:13])[CH:10]=2)[CH:5]=[N:4][CH:3]=1.[Cl:15][C:16]1[CH:21]=[C:20]([Cl:22])[CH:19]=[CH:18][C:17]=1B(O)O.C(=O)([O-])[O-].[Cs+].[Cs+]. (6) Given the product [ClH:12].[Cl:12][C:11]1[CH:7]=[C:3]([C:4]([NH2:6])=[O:5])[C:1](=[NH:2])[N:27]([CH:25]([C:18]2[CH:19]=[C:20]([F:24])[C:21]([F:23])=[CH:22][C:17]=2[F:16])[CH3:26])[CH:10]=1, predict the reactants needed to synthesize it. The reactants are: [C:1]([CH:3]([CH:7]1[C:11]([Cl:12])=[C:10](Cl)C(=O)O1)[C:4]([NH2:6])=[O:5])#[N:2].Cl.[F:16][C:17]1[CH:22]=[C:21]([F:23])[C:20]([F:24])=[CH:19][C:18]=1[CH:25]([NH2:27])[CH3:26].